This data is from Full USPTO retrosynthesis dataset with 1.9M reactions from patents (1976-2016). The task is: Predict the reactants needed to synthesize the given product. (1) Given the product [NH2:17][C@@H:12]1[C@H:11]([NH:10][C:7]2[N:8]=[N:9][C:4]([C:1]([NH2:2])=[O:3])=[C:5]([NH:25][C:26]3[CH:31]=[CH:30][C:29]([CH:32]([CH3:34])[CH3:33])=[C:28]([O:35][CH3:36])[N:27]=3)[CH:6]=2)[CH2:16][CH2:15][O:14][CH2:13]1, predict the reactants needed to synthesize it. The reactants are: [C:1]([C:4]1[N:9]=[N:8][C:7]([NH:10][C@@H:11]2[CH2:16][CH2:15][O:14][CH2:13][C@@H:12]2[NH:17]C(=O)OC(C)(C)C)=[CH:6][C:5]=1[NH:25][C:26]1[CH:31]=[CH:30][C:29]([CH:32]([CH3:34])[CH3:33])=[C:28]([O:35][CH3:36])[N:27]=1)(=[O:3])[NH2:2].FC(F)(F)C(O)=O. (2) Given the product [Cl:1][C:2]1[CH:30]=[CH:29][C:5]2[N:6]([CH3:28])[C:7](=[O:27])[CH:8]([CH2:43][C:42]3[CH:41]=[CH:40][C:39]([C:38]([F:37])([F:47])[F:48])=[CH:46][CH:45]=3)[N:9]=[C:10]([C:11]3[CH:16]=[CH:15][C:14]([O:17][CH2:18][C:19]4[CH:24]=[CH:23][C:22]([O:25][CH3:26])=[CH:21][CH:20]=4)=[CH:13][CH:12]=3)[C:4]=2[CH:3]=1, predict the reactants needed to synthesize it. The reactants are: [Cl:1][C:2]1[CH:30]=[CH:29][C:5]2[N:6]([CH3:28])[C:7](=[O:27])[CH2:8][N:9]=[C:10]([C:11]3[CH:16]=[CH:15][C:14]([O:17][CH2:18][C:19]4[CH:24]=[CH:23][C:22]([O:25][CH3:26])=[CH:21][CH:20]=4)=[CH:13][CH:12]=3)[C:4]=2[CH:3]=1.CC(C)([O-])C.[K+].[F:37][C:38]([F:48])([F:47])[C:39]1[CH:46]=[CH:45][C:42]([CH2:43]Br)=[CH:41][CH:40]=1. (3) Given the product [Cl:14][C:15]1[CH:20]=[C:19]([SH:21])[CH:18]=[CH:17][C:16]=1[NH:24][C:25](=[O:33])[C@:26]([OH:32])([CH3:31])[C:27]([F:30])([F:28])[F:29], predict the reactants needed to synthesize it. The reactants are: FC(F)(F)C(OC(=O)C(F)(F)F)=O.[Cl:14][C:15]1[CH:20]=[C:19]([S:21](C)=O)[CH:18]=[CH:17][C:16]=1[NH:24][C:25](=[O:33])[C@:26]([OH:32])([CH3:31])[C:27]([F:30])([F:29])[F:28]. (4) Given the product [ClH:30].[CH3:1][N:2]([CH2:19][C:20]1[O:21][C:22]2[CH:29]=[CH:28][CH:27]=[CH:26][C:23]=2[C:24]=1[CH3:25])[C:3](=[O:18])/[CH:4]=[CH:5]/[C:6]1[CH:17]=[N:16][C:9]2[NH:10][C:11](=[O:15])[CH2:12][NH:13][CH2:14][C:8]=2[CH:7]=1, predict the reactants needed to synthesize it. The reactants are: [CH3:1][N:2]([CH2:19][C:20]1[O:21][C:22]2[CH:29]=[CH:28][CH:27]=[CH:26][C:23]=2[C:24]=1[CH3:25])[C:3](=[O:18])/[CH:4]=[CH:5]/[C:6]1[CH:17]=[N:16][C:9]2[NH:10][C:11](=[O:15])[CH2:12][NH:13][CH2:14][C:8]=2[CH:7]=1.[ClH:30]. (5) The reactants are: CC1C=C(C)C=C(C)C=1C(P(=O)(C(=O)[C:14]1[C:19]([CH3:20])=[CH:18][C:17]([CH3:21])=[CH:16][C:15]=1[CH3:22])C1C=CC=CC=1)=O.OCCO[C:35]1[CH:40]=[CH:39][C:38]([C:41](=[O:46])[C:42](O)([CH3:44])C)=[CH:37][CH:36]=1.OC(C)(C)C(C1C=CC(CC2C=CC(C(=O)C(O)(C)C)=CC=2)=CC=1)=O.C(C1C2C(=O)C3C(=CC=CC=3)SC=2C=CC=1)(C)C.OC1(C2C=CC=CC=2C(C2C=CC=CC=2C2(O)CCCCC2)=O)CCCCC1.C(C1C=CC=CC=1)(=O)C1C=CC=CC=1.CC1C=C(C)C=C(C)C=1C(C1C=CC=CC=1)=O.CC1C=CC(C(C2C=CC=CC=2)=O)=CC=1.C1(P(=O)(C2C=CC=CC=2)C(=O)C2C(C)=CC(C)=CC=2C)C=CC=CC=1.C([O:191][P:192](C(=O)C1C(C)=CC(C)=CC=1C)(C1C=CC=CC=1)=[O:193])C.OC(C)(C)C(C1C=CC=CC=1)=O.O=O.C(OC(=O)C1C=CC(N(C)C)=CC=1)C.C(C(CCCC)COC(=O)C1C=CC(N(C)C)=CC=1)C. Given the product [CH3:22][C:15]1[CH:16]=[C:17]([CH3:21])[CH:18]=[C:19]([CH3:20])[C:14]=1[PH:192](=[O:191])[O:193][CH2:44][CH2:42][C:41](=[O:46])[C:38]1[CH:37]=[CH:36][CH:35]=[CH:40][CH:39]=1, predict the reactants needed to synthesize it. (6) The reactants are: [C:1]([NH:7][C:8](=[O:30])[NH:9][C:10]1[N:15]=[CH:14][C:13]([O:16][C:17]2[CH:22]=[CH:21][N:20]=[C:19]([NH:23][C:24](=O)[O:25]C(C)=C)[CH:18]=2)=[CH:12][CH:11]=1)(=[O:6])[C:2]([CH3:5])([CH3:4])[CH3:3].Cl.CN.[CH3:34][N:35]1CCCC1. Given the product [CH3:34][NH:35][C:24](=[O:25])[NH:23][C:19]1[CH:18]=[C:17]([O:16][C:13]2[CH:12]=[CH:11][C:10]([NH:9][C:8]([NH:7][C:1](=[O:6])[C:2]([CH3:3])([CH3:5])[CH3:4])=[O:30])=[N:15][CH:14]=2)[CH:22]=[CH:21][N:20]=1, predict the reactants needed to synthesize it. (7) The reactants are: [C:1]([CH2:3][C:4]([NH2:6])=[O:5])#[N:2].[O-]CC.[Na+].C([O:13][C:14](=O)[C:15]([C:24]#[N:25])=[C:16]([C:18]1[CH:19]=[N:20][CH:21]=[CH:22][CH:23]=1)[CH3:17])C. Given the product [CH3:17][C:16]1([C:18]2[CH:19]=[N:20][CH:21]=[CH:22][CH:23]=2)[CH:3]([C:1]#[N:2])[C:4](=[O:5])[NH:6][C:14](=[O:13])[CH:15]1[C:24]#[N:25], predict the reactants needed to synthesize it. (8) The reactants are: [CH2:1]([O:8][C:9]1[CH:14]=[CH:13][C:12]([C:15](=[O:23])[CH2:16][C:17]2[CH:22]=[CH:21][N:20]=[CH:19][CH:18]=2)=[CH:11][CH:10]=1)[C:2]1[CH:7]=[CH:6][CH:5]=[CH:4][CH:3]=1.[Br:24]Br. Given the product [CH2:1]([O:8][C:9]1[CH:14]=[CH:13][C:12]([C:15](=[O:23])[CH:16]([Br:24])[C:17]2[CH:22]=[CH:21][N:20]=[CH:19][CH:18]=2)=[CH:11][CH:10]=1)[C:2]1[CH:3]=[CH:4][CH:5]=[CH:6][CH:7]=1, predict the reactants needed to synthesize it. (9) The reactants are: C(#N)CC.[N:5]([CH:8]1C[CH2:11][CH2:10][CH2:9]1)=C=S.BrCC(C1ON=C(C2C=CC=CC=2)C=1)=O.C(#N)CCC.[O:33]([C:40]1[CH:45]=[CH:44][C:43]([N:46]=[C:47]=[S:48])=[CH:42][CH:41]=1)[C:34]1[CH:39]=[CH:38][CH:37]=[CH:36][CH:35]=1.Br[CH2:50][C:51]([C:53]1[CH:58]=[CH:57][CH:56]=[CH:55][CH:54]=1)=[O:52]. Given the product [NH2:5][C:8]1[C:9]([CH2:10][CH3:11])=[C:47]([NH:46][C:43]2[CH:44]=[CH:45][C:40]([O:33][C:34]3[CH:35]=[CH:36][CH:37]=[CH:38][CH:39]=3)=[CH:41][CH:42]=2)[S:48][C:50]=1[C:51]([C:53]1[CH:58]=[CH:57][CH:56]=[CH:55][CH:54]=1)=[O:52], predict the reactants needed to synthesize it.